Task: Predict the reactants needed to synthesize the given product.. Dataset: Full USPTO retrosynthesis dataset with 1.9M reactions from patents (1976-2016) (1) Given the product [CH2:12]([NH:19][C:2]1[CH:7]=[CH:6][N:5]=[C:4]([OH:8])[C:3]=1[N+:9]([O-:11])=[O:10])[C:13]1[CH:18]=[CH:17][CH:16]=[CH:15][CH:14]=1, predict the reactants needed to synthesize it. The reactants are: Cl[C:2]1[CH:7]=[CH:6][NH:5][C:4](=[O:8])[C:3]=1[N+:9]([O-:11])=[O:10].[CH2:12]([NH2:19])[C:13]1[CH:18]=[CH:17][CH:16]=[CH:15][CH:14]=1.C(=O)([O-])[O-].[K+].[K+]. (2) Given the product [CH3:1][N:2]1[CH2:3][CH2:4][N:5]([C:8]2[CH:14]=[CH:13][C:11]([NH:12][N:24]=[C:30]([C:29](=[O:34])[CH3:28])[C:31](=[O:33])[CH3:32])=[CH:10][CH:9]=2)[CH2:6][CH2:7]1, predict the reactants needed to synthesize it. The reactants are: [CH3:1][N:2]1[CH2:7][CH2:6][N:5]([C:8]2[CH:14]=[CH:13][C:11]([NH2:12])=[CH:10][CH:9]=2)[CH2:4][CH2:3]1.P(=O)(O)(O)O.[N+]([O-])(O)=O.[N:24]([O-])=O.[Na+].[CH3:28][C:29](=[O:34])[CH2:30][C:31](=[O:33])[CH3:32].C([O-])(=O)C.[K+].C([O-])([O-])=O.[Na+].[Na+]. (3) Given the product [CH2:1]([O:3][C:4]([C:6]1([C:9]2[CH:14]=[CH:13][C:12]([C:15]3[CH:20]=[CH:19][C:18]([C:21]4[O:25][N:24]=[C:23]([CH3:26])[C:22]=4[NH:27][C:28]([C:29]4[CH:30]=[C:31]([C:42]5[CH:43]=[CH:44][CH:45]=[CH:46][C:41]=5[CH2:40][N:38]([CH3:39])[CH3:37])[CH:32]=[CH:33][CH:34]=4)=[O:36])=[CH:17][CH:16]=3)=[CH:11][CH:10]=2)[CH2:8][CH2:7]1)=[O:5])[CH3:2], predict the reactants needed to synthesize it. The reactants are: [CH2:1]([O:3][C:4]([C:6]1([C:9]2[CH:14]=[CH:13][C:12]([C:15]3[CH:20]=[CH:19][C:18]([C:21]4[O:25][N:24]=[C:23]([CH3:26])[C:22]=4[NH:27][C:28](=[O:36])[C:29]4[CH:34]=[CH:33][CH:32]=[C:31](Br)[CH:30]=4)=[CH:17][CH:16]=3)=[CH:11][CH:10]=2)[CH2:8][CH2:7]1)=[O:5])[CH3:2].[CH3:37][N:38]([CH2:40][C:41]1[CH:46]=[CH:45][CH:44]=[CH:43][C:42]=1B(O)O)[CH3:39].